From a dataset of Catalyst prediction with 721,799 reactions and 888 catalyst types from USPTO. Predict which catalyst facilitates the given reaction. (1) Reactant: [Br:1][C:2]1[C:3]([C:16]([F:19])([F:18])[F:17])=[CH:4][C:5]([N+:13]([O-])=O)=[C:6]([CH:12]=1)[N:7]([CH2:9][CH2:10][Cl:11])[CH3:8]. Product: [Br:1][C:2]1[CH:12]=[C:6]([N:7]([CH2:9][CH2:10][Cl:11])[CH3:8])[C:5]([NH2:13])=[CH:4][C:3]=1[C:16]([F:17])([F:18])[F:19]. The catalyst class is: 409. (2) Reactant: [CH2:1]([O:3][C:4](=[O:29])[CH2:5][CH2:6][CH2:7][O:8][C:9]1[CH:14]=[CH:13][CH:12]=[C:11]([CH2:15][CH2:16][CH2:17][CH2:18][CH2:19][CH2:20][SH:21])[C:10]=1[CH2:22][CH2:23][C:24]([O:26][CH2:27][CH3:28])=[O:25])[CH3:2].[Br:30][C:31]1[CH:32]=[C:33]([N+]([O-])=O)[CH:34]=[C:35]([Br:37])[CH:36]=1.C([O-])([O-])=O.[Cs+].[Cs+]. Product: [CH2:1]([O:3][C:4](=[O:29])[CH2:5][CH2:6][CH2:7][O:8][C:9]1[CH:14]=[CH:13][CH:12]=[C:11]([CH2:15][CH2:16][CH2:17][CH2:18][CH2:19][CH2:20][S:21][C:33]2[CH:32]=[C:31]([Br:30])[CH:36]=[C:35]([Br:37])[CH:34]=2)[C:10]=1[CH2:22][CH2:23][C:24]([O:26][CH2:27][CH3:28])=[O:25])[CH3:2]. The catalyst class is: 197. (3) Reactant: C([O:3][C:4]([C:6]1[C:14]2[C:9](=[CH:10][CH:11]=[C:12]([O:15][C:16]3[C:25]4[C:20](=[CH:21][C:22]([Cl:26])=[CH:23][CH:24]=4)[N:19]=[CH:18][CH:17]=3)[CH:13]=2)[N:8]([C:27]2[CH:32]=[CH:31][C:30]([O:33][C:34]([F:37])([F:36])[F:35])=[CH:29][CH:28]=2)[C:7]=1[CH2:38][C:39]([O:41]CC)=[O:40])=[O:5])C.[OH-].[Na+].O. Product: [C:39]([CH2:38][C:7]1[N:8]([C:27]2[CH:32]=[CH:31][C:30]([O:33][C:34]([F:37])([F:35])[F:36])=[CH:29][CH:28]=2)[C:9]2[C:14]([C:6]=1[C:4]([OH:5])=[O:3])=[CH:13][C:12]([O:15][C:16]1[C:25]3[C:20](=[CH:21][C:22]([Cl:26])=[CH:23][CH:24]=3)[N:19]=[CH:18][CH:17]=1)=[CH:11][CH:10]=2)([OH:41])=[O:40]. The catalyst class is: 14.